From a dataset of Forward reaction prediction with 1.9M reactions from USPTO patents (1976-2016). Predict the product of the given reaction. (1) Given the reactants [NH2:1][C:2]1[C:7]([N+:8]([O-])=O)=[C:6]([N:11]2[CH2:16][CH2:15][N:14]([CH2:17][C:18]([NH:20][C:21]3[S:22][CH:23]=[CH:24][N:25]=3)=[O:19])[CH2:13][CH2:12]2)[C:5]([Br:26])=[CH:4][N:3]=1.[CH:27]([C:29]1[CH:30]=[C:31]([CH:41]=[CH:42][CH:43]=1)[CH2:32][NH:33][C:34](=[O:40])[O:35][C:36]([CH3:39])([CH3:38])[CH3:37])=O.[O-]S(S([O-])=O)=O.[Na+].[Na+], predict the reaction product. The product is: [C:36]([O:35][C:34](=[O:40])[NH:33][CH2:32][C:31]1[CH:41]=[CH:42][CH:43]=[C:29]([C:27]2[NH:1][C:2]3=[N:3][CH:4]=[C:5]([Br:26])[C:6]([N:11]4[CH2:16][CH2:15][N:14]([CH2:17][C:18](=[O:19])[NH:20][C:21]5[S:22][CH:23]=[CH:24][N:25]=5)[CH2:13][CH2:12]4)=[C:7]3[N:8]=2)[CH:30]=1)([CH3:39])([CH3:38])[CH3:37]. (2) The product is: [Si:10]([O:9][CH2:8][C:4]1[N:3]=[C:2]([O:17][CH:18]2[CH2:19][CH2:20][N:21]([C:24]([O:26][C:27]([CH3:30])([CH3:29])[CH3:28])=[O:25])[CH2:22][CH2:23]2)[CH:7]=[CH:6][CH:5]=1)([C:13]([CH3:16])([CH3:15])[CH3:14])([CH3:12])[CH3:11]. Given the reactants Br[C:2]1[CH:7]=[CH:6][CH:5]=[C:4]([CH2:8][O:9][Si:10]([C:13]([CH3:16])([CH3:15])[CH3:14])([CH3:12])[CH3:11])[N:3]=1.[OH:17][CH:18]1[CH2:23][CH2:22][N:21]([C:24]([O:26][C:27]([CH3:30])([CH3:29])[CH3:28])=[O:25])[CH2:20][CH2:19]1.C1(C2C=CC=CC=2)C=CC=CC=1P(C(C)(C)C)C(C)(C)C.C(=O)([O-])[O-].[Cs+].[Cs+], predict the reaction product. (3) The product is: [F:1][C:2]1[C:20]([O:68][CH3:23])=[CH:6][C:5]2[S:9][C:8]([C:10]3[C:13]([C:15]4[O:64][CH:17]=[CH:18][CH:19]=4)=[N:66][NH:65][C:11]=3[NH2:12])=[N:69][C:4]=2[CH:3]=1. Given the reactants [F:1][C:2]1[C:3](OC)=[CH:4][C:5]2[S:9][C:8]([C:10](=[C:13]([C:15]3O[CH:17]=[CH:18][CH:19]=3)O)[C:11]#[N:12])=N[C:6]=2[CH:20]=1.[C:23]1(P(C2C=CC=CC=2)C2C=CC=CC=2)C=CC=CC=1.ClC(C1OC=CC=1)=C(C1SC2C=C(OC)C(F)=CC=2N=1)C#N.[OH2:64].[NH2:65][NH2:66].Cl.[OH-:68].[NH4+:69], predict the reaction product. (4) The product is: [N:58]([CH2:25][C:24]1[C:19]2[S:18](=[O:28])(=[O:27])[N:17]=[C:16]([C:7]3[C:6](=[O:29])[C@@:5]([CH2:4][CH2:3][C:2]([CH3:32])([CH3:31])[CH3:1])([CH3:30])[C:14]4[C:9]([C:8]=3[OH:15])=[CH:10][CH:11]=[CH:12][CH:13]=4)[NH:21][C:20]=2[S:22][CH:23]=1)=[N+:59]=[N-:60]. Given the reactants [CH3:1][C:2]([CH3:32])([CH3:31])[CH2:3][CH2:4][C@:5]1([CH3:30])[C:14]2[C:9](=[CH:10][CH:11]=[CH:12][CH:13]=2)[C:8]([OH:15])=[C:7]([C:16]2[NH:21][C:20]3[S:22][CH:23]=[C:24]([CH2:25]O)[C:19]=3[S:18](=[O:28])(=[O:27])[N:17]=2)[C:6]1=[O:29].N12CCCN=C1CCCCC2.C1(P([N:58]=[N+:59]=[N-:60])(C2C=CC=CC=2)=O)C=CC=CC=1, predict the reaction product. (5) Given the reactants [Cl:1][C:2]1[CH:7]=[CH:6][C:5]([N:8]2[C:13](=[O:14])[C:12]3[N:15]([CH2:24][C:25]([NH2:27])=O)[N:16]=[C:17]([C:18]4[CH:23]=[CH:22][CH:21]=[CH:20][CH:19]=4)[C:11]=3[N:10]=[C:9]2[C:28]2[CH:33]=[CH:32][C:31]([CH:34]([CH3:36])[CH3:35])=[CH:30][CH:29]=2)=[CH:4][CH:3]=1.O=P(Cl)(Cl)Cl, predict the reaction product. The product is: [Cl:1][C:2]1[CH:3]=[CH:4][C:5]([N:8]2[C:13](=[O:14])[C:12]3[N:15]([CH2:24][C:25]#[N:27])[N:16]=[C:17]([C:18]4[CH:23]=[CH:22][CH:21]=[CH:20][CH:19]=4)[C:11]=3[N:10]=[C:9]2[C:28]2[CH:29]=[CH:30][C:31]([CH:34]([CH3:36])[CH3:35])=[CH:32][CH:33]=2)=[CH:6][CH:7]=1. (6) The product is: [Br:8][C:5]1[CH:6]=[CH:7][C:2]([C:26]#[C:25][Si:22]([CH3:24])([CH3:23])[CH3:21])=[C:3]([N+:9]([O-:11])=[O:10])[CH:4]=1. Given the reactants Br[C:2]1[CH:7]=[CH:6][C:5]([Br:8])=[CH:4][C:3]=1[N+:9]([O-:11])=[O:10].CCN(C(C)C)C(C)C.[CH3:21][Si:22]([C:25]#[CH:26])([CH3:24])[CH3:23], predict the reaction product. (7) Given the reactants [N:1]1([C:7]([O:9][C:10]([CH3:13])([CH3:12])[CH3:11])=[O:8])[CH2:6][CH2:5][NH:4][CH2:3][CH2:2]1.[I-].[K+].C(=O)([O-])[O-].[K+].[K+].Br[CH:23]([C:25]1[CH:26]=[CH:27][C:28]([F:31])=[N:29][CH:30]=1)[CH3:24], predict the reaction product. The product is: [F:31][C:28]1[N:29]=[CH:30][C:25]([CH:23]([N:4]2[CH2:5][CH2:6][N:1]([C:7]([O:9][C:10]([CH3:13])([CH3:12])[CH3:11])=[O:8])[CH2:2][CH2:3]2)[CH3:24])=[CH:26][CH:27]=1.